This data is from Full USPTO retrosynthesis dataset with 1.9M reactions from patents (1976-2016). The task is: Predict the reactants needed to synthesize the given product. (1) Given the product [CH3:12][N:8]1[C:9]2[C:5](=[CH:4][C:3]([OH:2])=[CH:11][CH:10]=2)[CH2:6][CH2:7]1, predict the reactants needed to synthesize it. The reactants are: C[O:2][C:3]1[CH:4]=[C:5]2[C:9](=[CH:10][CH:11]=1)[N:8]([CH3:12])[CH2:7][CH2:6]2.B(Br)(Br)Br.CO.C([O-])(O)=O.[Na+]. (2) Given the product [C:17]([C:9]1[CH:8]=[C:7]2[C:12]([C:13](=[O:16])[N:14]([CH3:15])[C:5]([CH2:4][C:3]3[CH:21]=[CH:22][C:23]([Cl:25])=[CH:24][C:2]=3[Cl:1])=[N:6]2)=[CH:11][CH:10]=1)([OH:20])=[O:27], predict the reactants needed to synthesize it. The reactants are: [Cl:1][C:2]1[CH:24]=[C:23]([Cl:25])[CH:22]=[CH:21][C:3]=1[CH2:4][C:5]1[N:14]([CH3:15])[C:13](=[O:16])[C:12]2[C:7](=[CH:8][C:9]([C:17](=[O:20])NC)=[CH:10][CH:11]=2)[N:6]=1.S(=O)(=O)(O)[OH:27]. (3) Given the product [CH3:15][C:1]1([C:4]2[CH:5]=[C:6]([CH:7]=[CH:8][CH:9]=2)[CH:10]=[O:14])[CH2:2][CH2:3]1, predict the reactants needed to synthesize it. The reactants are: [C:1]([C:4]1[CH:5]=[C:6]([CH:10]2[O:14]CCO2)[CH:7]=[CH:8][CH:9]=1)([CH3:3])=[CH2:2].[CH2:15]1CCCCC1.CCOC(C)=O.